From a dataset of Reaction yield outcomes from USPTO patents with 853,638 reactions. Predict the reaction yield, written as a fraction of the theoretical maximum amount of product (1.0 means a 100% yield; for example, 0.34 means a 34% yield). (1) The reactants are [CH2:1]([O:8][C:9]1[CH:10]=[C:11]([C:15]([OH:27])([C:21]2[CH:26]=[CH:25][CH:24]=[CH:23][CH:22]=2)[C:16]([O:18]CC)=[O:17])[CH:12]=[CH:13][CH:14]=1)[C:2]1[CH:7]=[CH:6][CH:5]=[CH:4][CH:3]=1.[OH-].[Na+]. The catalyst is C1COCC1. The product is [CH2:1]([O:8][C:9]1[CH:10]=[C:11]([C:15]([OH:27])([C:21]2[CH:22]=[CH:23][CH:24]=[CH:25][CH:26]=2)[C:16]([OH:18])=[O:17])[CH:12]=[CH:13][CH:14]=1)[C:2]1[CH:3]=[CH:4][CH:5]=[CH:6][CH:7]=1. The yield is 0.980. (2) The reactants are [Cl:1][C:2]1[CH:3]=[C:4]([NH:8][C:9]([N:11]2[CH2:16][CH2:15][C:14]3[NH:17][N:18]=[C:19]([C:20](N(OC)C)=[O:21])[C:13]=3[CH2:12]2)=[O:10])[CH:5]=[CH:6][CH:7]=1.[CH2:26]([Mg]Br)[CH2:27][CH3:28].[NH4+].[Cl-]. The catalyst is C1COCC1. The product is [C:20]([C:19]1[C:13]2[CH2:12][N:11]([C:9]([NH:8][C:4]3[CH:5]=[CH:6][CH:7]=[C:2]([Cl:1])[CH:3]=3)=[O:10])[CH2:16][CH2:15][C:14]=2[NH:17][N:18]=1)(=[O:21])[CH2:26][CH2:27][CH3:28]. The yield is 0.446. (3) The catalyst is CN(C=O)C. The yield is 0.440. The product is [N+:1]([C:4]1[CH:5]=[CH:6][C:7]([C:10]2[N:11]=[CH:12][N:13]([CH2:17][CH2:16][C:15]([O:19][C:20]([CH3:23])([CH3:22])[CH3:21])=[O:18])[CH:14]=2)=[CH:8][CH:9]=1)([O-:3])=[O:2]. The reactants are [N+:1]([C:4]1[CH:9]=[CH:8][C:7]([C:10]2[N:11]=[CH:12][NH:13][CH:14]=2)=[CH:6][CH:5]=1)([O-:3])=[O:2].[C:15]([O:19][C:20]([CH3:23])([CH3:22])[CH3:21])(=[O:18])[CH:16]=[CH2:17].C1CCN2C(=NCCC2)CC1. (4) The reactants are C(OC([N:8]1[CH2:13][CH:12]=[C:11]([C:14]2[CH:23]=[CH:22][C:21]3[C:16](=[CH:17][CH:18]=[CH:19][CH:20]=3)[N:15]=2)[CH2:10][CH2:9]1)=O)(C)(C)C.FC(F)(F)C(O)=O. The catalyst is C(Cl)Cl. The product is [NH:8]1[CH2:9][CH:10]=[C:11]([C:14]2[CH:23]=[CH:22][C:21]3[C:16](=[CH:17][CH:18]=[CH:19][CH:20]=3)[N:15]=2)[CH2:12][CH2:13]1. The yield is 0.960.